From a dataset of Reaction yield outcomes from USPTO patents with 853,638 reactions. Predict the reaction yield, written as a fraction of the theoretical maximum amount of product (1.0 means a 100% yield; for example, 0.34 means a 34% yield). The yield is 0.590. The product is [CH3:36][C:37]1[O:41][C:23]([CH3:22])=[CH:24][C:25]=1[CH2:20][NH:19][C:14]1[N:13]=[C:12]([NH:11][C:5]2[CH:6]=[CH:7][CH:8]=[C:3]([OH:2])[CH:4]=2)[C:17]([F:18])=[CH:16][N:15]=1. No catalyst specified. The reactants are C1CO[C:8]2[CH:7]=[CH:6][C:5]([NH:11][C:12]3[C:17]([F:18])=[CH:16][N:15]=[C:14]([NH:19][C:20]4[CH:25]=[CH:24][CH:23]=[C:22](O)C=4)[N:13]=3)=[CH:4][C:3]=2[O:2]1.ClC1N=C(NC2C=CC=[C:37]([OH:41])[CH:36]=2)C(F)=CN=1.CC1OC(C)=CC=1CN.